From a dataset of Forward reaction prediction with 1.9M reactions from USPTO patents (1976-2016). Predict the product of the given reaction. (1) Given the reactants [NH2:1][C:2]1[N:7]=[CH:6][C:5]([CH2:8][C:9]([O:11]CC)=[O:10])=[CH:4][CH:3]=1.[OH-].[K+].Cl, predict the reaction product. The product is: [NH2:1][C:2]1[N:7]=[CH:6][C:5]([CH2:8][C:9]([OH:11])=[O:10])=[CH:4][CH:3]=1. (2) Given the reactants Br[C:2]1[CH:20]=[CH:19][CH:18]=[CH:17][C:3]=1[CH2:4][N:5]1[C:13]2[C:8](=[CH:9][C:10]([C:14]([OH:16])=[O:15])=[CH:11][CH:12]=2)[CH:7]=[CH:6]1.[CH2:21]([O:23][C:24]([C:26]1[CH:27]=[C:28](B(O)O)[CH:29]=[CH:30][CH:31]=1)=[O:25])[CH3:22], predict the reaction product. The product is: [CH2:21]([O:23][C:24]([C:26]1[CH:31]=[C:30]([C:2]2[CH:20]=[CH:19][CH:18]=[CH:17][C:3]=2[CH2:4][N:5]2[C:13]3[C:8](=[CH:9][C:10]([C:14]([OH:16])=[O:15])=[CH:11][CH:12]=3)[CH:7]=[CH:6]2)[CH:29]=[CH:28][CH:27]=1)=[O:25])[CH3:22]. (3) Given the reactants Cl[C:2]1[C:11]2[C:6](=[CH:7][C:8]([O:12][CH3:13])=[CH:9][CH:10]=2)[CH2:5][CH2:4][C:3]=1[CH:14]=[O:15].[N:16]1([CH2:22][CH2:23][O:24][C:25]2[CH:30]=[CH:29][C:28]([OH:31])=[CH:27][CH:26]=2)[CH2:21][CH2:20][CH2:19][CH2:18][CH2:17]1.C(=O)([O-])[O-].[K+].[K+], predict the reaction product. The product is: [CH3:13][O:12][C:8]1[CH:7]=[C:6]2[C:11](=[CH:10][CH:9]=1)[C:2]([O:31][C:28]1[CH:29]=[CH:30][C:25]([O:24][CH2:23][CH2:22][N:16]3[CH2:21][CH2:20][CH2:19][CH2:18][CH2:17]3)=[CH:26][CH:27]=1)=[C:3]([CH:14]=[O:15])[CH2:4][CH2:5]2. (4) Given the reactants [Cl:1][C:2]1[C:3]([C:29]2[CH:34]=[CH:33][C:32]([C:35]3[CH:40]=[CH:39][CH:38]=[CH:37][C:36]=3[OH:41])=[CH:31][CH:30]=2)=[CH:4][C:5]2[N:9]=[C:8]([O:10][CH:11]3[CH2:14][CH:13]([C:15]([O:17]CC)=[O:16])[CH2:12]3)[N:7](COCC[Si](C)(C)C)[C:6]=2[CH:28]=1.S(=O)(=O)(O)[O-].[K+], predict the reaction product. The product is: [Cl:1][C:2]1[C:3]([C:29]2[CH:34]=[CH:33][C:32]([C:35]3[CH:40]=[CH:39][CH:38]=[CH:37][C:36]=3[OH:41])=[CH:31][CH:30]=2)=[CH:4][C:5]2[N:9]=[C:8]([O:10][CH:11]3[CH2:14][CH:13]([C:15]([OH:17])=[O:16])[CH2:12]3)[NH:7][C:6]=2[CH:28]=1. (5) The product is: [OH:19][NH:18][C:11](=[NH:12])[CH2:10][CH2:9][CH2:8][N:7]1[C:6]2[CH:13]=[CH:14][CH:15]=[CH:16][C:5]=2[N:4]=[C:3]1[CH2:2][OH:1]. Given the reactants [OH:1][CH2:2][C:3]1[N:7]([CH2:8][CH2:9][CH2:10][C:11]#[N:12])[C:6]2[CH:13]=[CH:14][CH:15]=[CH:16][C:5]=2[N:4]=1.Cl.[NH2:18][OH:19].C(=O)([O-])[O-].[K+].[K+], predict the reaction product. (6) Given the reactants C(OC(=O)[NH:7][C@@H:8]([CH3:14])[C@:9]([OH:13])([CH3:12])[CH2:10][CH3:11])(C)(C)C.[F:16][C:17]([F:22])([F:21])[C:18]([OH:20])=[O:19], predict the reaction product. The product is: [F:16][C:17]([F:22])([F:21])[C:18]([OH:20])=[O:19].[NH2:7][C@H:8]([C@@:9]([CH3:12])([OH:13])[CH2:10][CH3:11])[CH3:14]. (7) Given the reactants S(Cl)([Cl:3])=O.[CH2:5]([C:7]1[C:8]([NH:29][CH2:30][C@@H:31]([C:43]([OH:45])=[O:44])[NH:32][C:33]([O:35][CH2:36][C:37]2[CH:42]=[CH:41][CH:40]=[CH:39][CH:38]=2)=[O:34])=[N:9][CH:10]=[N:11][C:12]=1[N:13]1[CH2:18][CH2:17][CH:16]([C:19]2[N:28]=[C:27]3[C:22]([CH2:23][CH2:24][CH2:25][NH:26]3)=[CH:21][CH:20]=2)[CH2:15][CH2:14]1)[CH3:6].[CH2:46](O)[CH3:47], predict the reaction product. The product is: [ClH:3].[ClH:3].[CH2:5]([C:7]1[C:8]([NH:29][CH2:30][C@@H:31]([C:43]([O:45][CH2:46][CH3:47])=[O:44])[NH:32][C:33]([O:35][CH2:36][C:37]2[CH:38]=[CH:39][CH:40]=[CH:41][CH:42]=2)=[O:34])=[N:9][CH:10]=[N:11][C:12]=1[N:13]1[CH2:14][CH2:15][CH:16]([C:19]2[N:28]=[C:27]3[C:22]([CH2:23][CH2:24][CH2:25][NH:26]3)=[CH:21][CH:20]=2)[CH2:17][CH2:18]1)[CH3:6].